Dataset: Peptide-MHC class I binding affinity with 185,985 pairs from IEDB/IMGT. Task: Regression. Given a peptide amino acid sequence and an MHC pseudo amino acid sequence, predict their binding affinity value. This is MHC class I binding data. (1) The peptide sequence is FAFKLSFAI. The MHC is HLA-B51:01 with pseudo-sequence HLA-B51:01. The binding affinity (normalized) is 0.0847. (2) The peptide sequence is FGKWRPVQL. The MHC is HLA-B58:01 with pseudo-sequence HLA-B58:01. The binding affinity (normalized) is 0.0847. (3) The peptide sequence is WLYDLWGQL. The MHC is HLA-B15:01 with pseudo-sequence HLA-B15:01. The binding affinity (normalized) is 0.0847. (4) The peptide sequence is FSFEIALLK. The MHC is HLA-B07:02 with pseudo-sequence HLA-B07:02. The binding affinity (normalized) is 0.0847. (5) The peptide sequence is SYAQMWSLM. The MHC is HLA-A24:02 with pseudo-sequence HLA-A24:02. The binding affinity (normalized) is 0.922. (6) The peptide sequence is TEGEGRVIL. The MHC is HLA-B18:01 with pseudo-sequence HLA-B18:01. The binding affinity (normalized) is 0.360. (7) The peptide sequence is KAVYNFAAM. The MHC is H-2-Ld with pseudo-sequence H-2-Ld. The binding affinity (normalized) is 0.0570. (8) The peptide sequence is VRGGMVAPL. The MHC is HLA-A02:01 with pseudo-sequence HLA-A02:01. The binding affinity (normalized) is 0.0847. (9) The peptide sequence is CTDPYSQMV. The MHC is HLA-B38:01 with pseudo-sequence HLA-B38:01. The binding affinity (normalized) is 0.0847.